Dataset: NCI-60 drug combinations with 297,098 pairs across 59 cell lines. Task: Regression. Given two drug SMILES strings and cell line genomic features, predict the synergy score measuring deviation from expected non-interaction effect. (1) Drug 1: C#CCC(CC1=CN=C2C(=N1)C(=NC(=N2)N)N)C3=CC=C(C=C3)C(=O)NC(CCC(=O)O)C(=O)O. Drug 2: C1C(C(OC1N2C=NC(=NC2=O)N)CO)O. Cell line: SF-268. Synergy scores: CSS=1.00, Synergy_ZIP=-0.546, Synergy_Bliss=0.306, Synergy_Loewe=-0.857, Synergy_HSA=-0.811. (2) Drug 1: C1CCC(CC1)NC(=O)N(CCCl)N=O. Drug 2: CC1C(C(=O)NC(C(=O)N2CCCC2C(=O)N(CC(=O)N(C(C(=O)O1)C(C)C)C)C)C(C)C)NC(=O)C3=C4C(=C(C=C3)C)OC5=C(C(=O)C(=C(C5=N4)C(=O)NC6C(OC(=O)C(N(C(=O)CN(C(=O)C7CCCN7C(=O)C(NC6=O)C(C)C)C)C)C(C)C)C)N)C. Cell line: NCI/ADR-RES. Synergy scores: CSS=10.5, Synergy_ZIP=-3.41, Synergy_Bliss=-1.24, Synergy_Loewe=-2.55, Synergy_HSA=-2.57. (3) Drug 2: CC12CCC3C(C1CCC2=O)CC(=C)C4=CC(=O)C=CC34C. Drug 1: CC1=C(C=C(C=C1)NC2=NC=CC(=N2)N(C)C3=CC4=NN(C(=C4C=C3)C)C)S(=O)(=O)N.Cl. Synergy scores: CSS=9.64, Synergy_ZIP=1.25, Synergy_Bliss=-0.185, Synergy_Loewe=-24.3, Synergy_HSA=-1.91. Cell line: SK-MEL-5. (4) Drug 1: CC1=CC2C(CCC3(C2CCC3(C(=O)C)OC(=O)C)C)C4(C1=CC(=O)CC4)C. Drug 2: C1C(C(OC1N2C=C(C(=O)NC2=O)F)CO)O. Cell line: HCT-15. Synergy scores: CSS=51.2, Synergy_ZIP=4.72, Synergy_Bliss=4.50, Synergy_Loewe=-29.4, Synergy_HSA=3.69. (5) Drug 1: CC1C(C(CC(O1)OC2CC(CC3=C2C(=C4C(=C3O)C(=O)C5=C(C4=O)C(=CC=C5)OC)O)(C(=O)C)O)N)O.Cl. Drug 2: CC=C1C(=O)NC(C(=O)OC2CC(=O)NC(C(=O)NC(CSSCCC=C2)C(=O)N1)C(C)C)C(C)C. Cell line: HS 578T. Synergy scores: CSS=66.0, Synergy_ZIP=1.44, Synergy_Bliss=3.28, Synergy_Loewe=-11.8, Synergy_HSA=5.14. (6) Drug 1: CC1C(C(CC(O1)OC2CC(CC3=C2C(=C4C(=C3O)C(=O)C5=C(C4=O)C(=CC=C5)OC)O)(C(=O)C)O)N)O.Cl. Drug 2: CN(C)C1=NC(=NC(=N1)N(C)C)N(C)C. Cell line: PC-3. Synergy scores: CSS=12.1, Synergy_ZIP=-2.95, Synergy_Bliss=-3.54, Synergy_Loewe=-23.7, Synergy_HSA=-4.38. (7) Drug 1: C(CC(=O)O)C(=O)CN.Cl. Drug 2: CC1C(C(CC(O1)OC2CC(CC3=C2C(=C4C(=C3O)C(=O)C5=C(C4=O)C(=CC=C5)OC)O)(C(=O)CO)O)N)O.Cl. Cell line: OVCAR-8. Synergy scores: CSS=32.9, Synergy_ZIP=1.01, Synergy_Bliss=0.329, Synergy_Loewe=-36.9, Synergy_HSA=-0.922.